This data is from Catalyst prediction with 721,799 reactions and 888 catalyst types from USPTO. The task is: Predict which catalyst facilitates the given reaction. Reactant: CC1C=CC(S([O:11][C:12]2[CH:17]=[CH:16][CH:15]=[C:14]([OH:18])[C:13]=2[N:19]2[C:23]([CH3:24])=[CH:22][C:21]([CH3:25])=[N:20]2)(=O)=O)=CC=1.[OH-].[K+]. Product: [CH3:25][C:21]1[CH:22]=[C:23]([CH3:24])[N:19]([C:13]2[C:14]([OH:18])=[CH:15][CH:16]=[CH:17][C:12]=2[OH:11])[N:20]=1. The catalyst class is: 40.